Dataset: Catalyst prediction with 721,799 reactions and 888 catalyst types from USPTO. Task: Predict which catalyst facilitates the given reaction. (1) Reactant: Cl.[NH:2]1[CH2:7][CH2:6][C:5]([C:8]2[C:13]([F:14])=[CH:12][C:11]([N:15]3[CH2:19][C@H:18]([CH2:20][O:21][C:22](=[O:24])[CH3:23])[O:17][C:16]3=[O:25])=[CH:10][C:9]=2[F:26])=[CH:4][CH2:3]1.N1C=CC=CC=1.[CH3:33][C:34]1([CH3:42])[O:38][C@H:37]([C:39](Cl)=[O:40])[CH2:36][O:35]1.C(=O)(O)[O-].[Na+]. Product: [CH3:33][C:34]1([CH3:42])[O:38][C@H:37]([C:39]([N:2]2[CH2:7][CH2:6][C:5]([C:8]3[C:13]([F:14])=[CH:12][C:11]([N:15]4[CH2:19][C@H:18]([CH2:20][O:21][C:22](=[O:24])[CH3:23])[O:17][C:16]4=[O:25])=[CH:10][C:9]=3[F:26])=[CH:4][CH2:3]2)=[O:40])[CH2:36][O:35]1. The catalyst class is: 4. (2) Reactant: [OH:1][C:2]1[CH:3]=[C:4]2[C:8](=[CH:9][CH:10]=1)[CH2:7][CH:6]([N:11]1[C:19](=[O:20])[C:18]3[C:13](=[CH:14][CH:15]=[CH:16][CH:17]=3)[C:12]1=[O:21])[CH2:5]2.[N:22]12[CH2:29][CH2:29][N:22]([CH2:27][CH2:27]1)[CH2:23][CH2:23]2.CN(NC(Cl)=[S:35])C. Product: [O:21]=[C:12]1[C:13]2[C:18](=[CH:17][CH:16]=[CH:15][CH:14]=2)[C:19](=[O:20])[N:11]1[CH:6]1[CH2:5][C:4]2[C:8](=[CH:9][CH:10]=[C:2]([O:1][C:23](=[S:35])[N:22]([CH3:29])[CH3:27])[CH:3]=2)[CH2:7]1. The catalyst class is: 3. (3) Reactant: [Cl:1][C:2]1[CH:24]=[C:23]([Cl:25])[CH:22]=[CH:21][C:3]=1[CH2:4][C:5]1[N:14]([CH3:15])[C:13](=[O:16])[C:12]2[C:7](=[CH:8][C:9]([C:17](=[O:20])NC)=[CH:10][CH:11]=2)[N:6]=1.S(=O)(=O)(O)[OH:27]. Product: [C:17]([C:9]1[CH:8]=[C:7]2[C:12]([C:13](=[O:16])[N:14]([CH3:15])[C:5]([CH2:4][C:3]3[CH:21]=[CH:22][C:23]([Cl:25])=[CH:24][C:2]=3[Cl:1])=[N:6]2)=[CH:11][CH:10]=1)([OH:20])=[O:27]. The catalyst class is: 6. (4) Reactant: C(OC([NH:8][NH:9][C:10]1([NH:13][C:14]([O:16][CH2:17][C:18]2[CH:23]=[CH:22][CH:21]=[CH:20][CH:19]=2)=[S:15])[CH2:12][CH2:11]1)=O)(C)(C)C.[ClH:24]. Product: [ClH:24].[CH2:17]([O:16][C:14](=[S:15])[NH:13][C:10]1([NH:9][NH2:8])[CH2:11][CH2:12]1)[C:18]1[CH:19]=[CH:20][CH:21]=[CH:22][CH:23]=1. The catalyst class is: 12. (5) Reactant: [F:1][C:2]1[CH:3]=[C:4]([OH:8])[CH:5]=[CH:6][CH:7]=1.C(=O)([O-])[O-].[K+].[K+].Cl[CH2:16][C:17]#[N:18]. Product: [F:1][C:2]1[CH:3]=[C:4]([CH:5]=[CH:6][CH:7]=1)[O:8][CH2:16][C:17]#[N:18]. The catalyst class is: 31. (6) Reactant: Cl[CH2:2][C:3]([N:5]1[CH2:10][CH2:9][CH:8]([N:11]2[C:15](=[O:16])[C:14]([CH3:18])([CH3:17])[C:13]([C:19]3[CH:24]=[CH:23][C:22]([O:25][CH3:26])=[C:21]([O:27][CH3:28])[CH:20]=3)=[N:12]2)[CH2:7][CH2:6]1)=[O:4].[NH:29]1[C:34](=[O:35])[CH2:33][O:32][CH2:31][C:30]1=[O:36].C([O-])([O-])=O.[K+].[K+]. Product: [CH3:28][O:27][C:21]1[CH:20]=[C:19]([C:13]2[C:14]([CH3:18])([CH3:17])[C:15](=[O:16])[N:11]([CH:8]3[CH2:7][CH2:6][N:5]([C:3](=[O:4])[CH2:2][N:29]4[C:34](=[O:35])[CH2:33][O:32][CH2:31][C:30]4=[O:36])[CH2:10][CH2:9]3)[N:12]=2)[CH:24]=[CH:23][C:22]=1[O:25][CH3:26]. The catalyst class is: 3. (7) Reactant: C(OC([N:8]([C:19]1[CH:20]=[C:21]([CH:25]([CH2:29][P:30]([CH2:33][CH2:34][CH2:35][CH2:36][C:37]2[CH:42]=[CH:41][CH:40]=[CH:39][CH:38]=2)([OH:32])=[O:31])[C:26]([OH:28])=[O:27])[CH:22]=[CH:23][CH:24]=1)[C:9]([NH2:18])=[N:10]C(OC(C)(C)C)=O)=O)(C)(C)C.C(O)(C(F)(F)F)=O. Product: [NH:8]([C:19]1[CH:20]=[C:21]([CH:25]([CH2:29][P:30]([CH2:33][CH2:34][CH2:35][CH2:36][C:37]2[CH:38]=[CH:39][CH:40]=[CH:41][CH:42]=2)([OH:32])=[O:31])[C:26]([OH:28])=[O:27])[CH:22]=[CH:23][CH:24]=1)[C:9]([NH2:18])=[NH:10]. The catalyst class is: 2. (8) Reactant: [CH3:1][C:2]([C:4]1[CH:9]=[CH:8][C:7](F)=[CH:6][C:5]=1[F:11])=[O:3].C([Si](C(C)C)(C(C)C)[S:16][C:17]1[CH:18]=[C:19]([C:23]2([C:29]([NH2:31])=[O:30])[CH2:28][CH2:27][O:26][CH2:25][CH2:24]2)[CH:20]=[CH:21][CH:22]=1)(C)C.[F-].C([N+](CCCC)(CCCC)CCCC)CCC.CC(C)([O-])C.[K+].Cl. Product: [C:2]([C:4]1[CH:9]=[CH:8][C:7]([S:16][C:17]2[CH:18]=[C:19]([C:23]3([C:29]([NH2:31])=[O:30])[CH2:28][CH2:27][O:26][CH2:25][CH2:24]3)[CH:20]=[CH:21][CH:22]=2)=[CH:6][C:5]=1[F:11])(=[O:3])[CH3:1]. The catalyst class is: 802. (9) Reactant: Cl[C:2]1[C:11]2[C:6](=[N:7][CH:8]=[CH:9][CH:10]=2)[N:5]=[C:4]([C:12]2[CH:17]=[C:16]([Cl:18])[CH:15]=[CH:14][C:13]=2[F:19])[CH:3]=1.[C:20]1([C:26]2[CH:27]=[C:28](B(O)O)[CH:29]=[N:30][CH:31]=2)[CH:25]=[CH:24][CH:23]=[CH:22][CH:21]=1.C(=O)([O-])[O-].[Na+].[Na+]. Product: [Cl:18][C:16]1[CH:15]=[CH:14][C:13]([F:19])=[C:12]([C:4]2[CH:3]=[C:2]([C:28]3[CH:29]=[N:30][CH:31]=[C:26]([C:20]4[CH:21]=[CH:22][CH:23]=[CH:24][CH:25]=4)[CH:27]=3)[C:11]3[C:6](=[N:7][CH:8]=[CH:9][CH:10]=3)[N:5]=2)[CH:17]=1. The catalyst class is: 12. (10) Reactant: [NH2:1][CH:2]([CH:10]1[CH2:14][N:13]([C@H:15]([C:17]2[CH:22]=[CH:21][CH:20]=[CH:19][CH:18]=2)[CH3:16])[C:12](=O)[CH2:11]1)[C:3]1[CH:8]=[CH:7][CH:6]=[CH:5][C:4]=1[F:9].[H-].[Al+3].[Li+].[H-].[H-].[H-].[C:30](O[C:30]([O:32][C:33]([CH3:36])([CH3:35])[CH3:34])=[O:31])([O:32][C:33]([CH3:36])([CH3:35])[CH3:34])=[O:31]. Product: [C:33]([O:32][C:30](=[O:31])[NH:1][CH:2]([C:3]1[CH:8]=[CH:7][CH:6]=[CH:5][C:4]=1[F:9])[CH:10]1[CH2:11][CH2:12][N:13]([C@H:15]([C:17]2[CH:22]=[CH:21][CH:20]=[CH:19][CH:18]=2)[CH3:16])[CH2:14]1)([CH3:36])([CH3:35])[CH3:34]. The catalyst class is: 7.